From a dataset of Full USPTO retrosynthesis dataset with 1.9M reactions from patents (1976-2016). Predict the reactants needed to synthesize the given product. (1) Given the product [Cl:27][C:22]1[CH:21]=[C:20]([CH:25]=[CH:24][C:23]=1[F:26])[C:19]([NH:18][C@H:15]1[CH2:14][CH2:13][C@@H:12]([NH:11][C:2]2[CH:7]=[C:6]([N+:8]([O-:10])=[O:9])[CH:5]=[CH:4][N:3]=2)[CH2:17][CH2:16]1)=[O:28], predict the reactants needed to synthesize it. The reactants are: Cl[C:2]1[CH:7]=[C:6]([N+:8]([O-:10])=[O:9])[CH:5]=[CH:4][N:3]=1.[NH2:11][C@@H:12]1[CH2:17][CH2:16][C@H:15]([NH:18][C:19](=[O:28])[C:20]2[CH:25]=[CH:24][C:23]([F:26])=[C:22]([Cl:27])[CH:21]=2)[CH2:14][CH2:13]1.C([O-])(O)=O.[Na+]. (2) Given the product [NH2:7][C@@:11]1([C:10]([OH:9])=[O:21])[C@@H:16]([F:17])[CH2:15][C@@H:14]2[C@H:12]1[C@H:13]2[C:18]([O:20][CH2:31][O:30][C:22](=[O:29])[C:23]1[CH:28]=[CH:27][CH:26]=[CH:25][CH:24]=1)=[O:19], predict the reactants needed to synthesize it. The reactants are: C(OC([N:7]1[C@:11]2([C@@H:16]([F:17])[CH2:15][C@@H:14]3[C@H:12]2[C@H:13]3[C:18]([OH:20])=[O:19])[C:10](=[O:21])[O:9]C1)=O)C=C.[C:22]([O:30][CH2:31]Cl)(=[O:29])[C:23]1[CH:28]=[CH:27][CH:26]=[CH:25][CH:24]=1. (3) The reactants are: [C:1]([O:5][C:6](=[O:28])[NH:7][C:8]1[CH:13]=[CH:12][C:11](/[CH:14]=[CH:15]/[C:16]2[C:17]([O:23][CH3:24])=[N:18][CH:19]=[CH:20][C:21]=2[I:22])=[C:10]([N+:25]([O-])=O)[CH:9]=1)([CH3:4])([CH3:3])[CH3:2].O. Given the product [C:1]([O:5][C:6](=[O:28])[NH:7][C:8]1[CH:9]=[C:10]2[C:11]([CH:14]=[C:15]([C:16]3[C:17]([O:23][CH3:24])=[N:18][CH:19]=[CH:20][C:21]=3[I:22])[NH:25]2)=[CH:12][CH:13]=1)([CH3:4])([CH3:3])[CH3:2], predict the reactants needed to synthesize it. (4) The reactants are: [O:1]1[C:5]2([CH2:9][CH:8]=[CH:7][CH2:6]2)[O:4][CH2:3][CH2:2]1.Cl[N:11]([Na])[S:12]([C:15]([CH3:18])([CH3:17])[CH3:16])(=[O:14])=[O:13].[Br-].[Br-].[Br-].C[N+](C)(C)C1C=CC=CC=1.C[N+](C1C=CC=CC=1)(C)C.C[N+](C1C=CC=CC=1)(C)C. Given the product [CH3:16][C:15]([S:12]([N:11]1[CH:8]2[CH:7]1[CH2:6][C:5]1([CH2:9]2)[O:4][CH2:3][CH2:2][O:1]1)(=[O:14])=[O:13])([CH3:18])[CH3:17], predict the reactants needed to synthesize it. (5) Given the product [F:1][CH:2]([F:26])[C:3]1[C:8]([F:9])=[CH:7][C:6]([C:10]2[C:19]3[C:14](=[CH:15][C:16]([S:20]([NH:34][C:35]4[N:36]=[CH:37][S:38][CH:39]=4)(=[O:22])=[O:21])=[CH:17][CH:18]=3)[N:13]=[CH:12][N:11]=2)=[C:5]([O:24][CH3:25])[CH:4]=1, predict the reactants needed to synthesize it. The reactants are: [F:1][CH:2]([F:26])[C:3]1[C:8]([F:9])=[CH:7][C:6]([C:10]2[C:19]3[C:14](=[CH:15][C:16]([S:20](Cl)(=[O:22])=[O:21])=[CH:17][CH:18]=3)[N:13]=[CH:12][N:11]=2)=[C:5]([O:24][CH3:25])[CH:4]=1.COC1C=CC(C[NH:34][C:35]2[N:36]=[CH:37][S:38][CH:39]=2)=CC=1.CN1C=CN=C1.C(O)(C(F)(F)F)=O. (6) Given the product [Br:1][C:2]1[CH:3]=[N:4][C:5]2[N:6]([N:8]=[C:9]([C:11]([N:16]3[CH2:17][CH2:18][C:19]4[C:24](=[CH:23][C:22]([C:25]([N:27]5[CH2:32][CH2:31][O:30][CH2:29][CH2:28]5)=[O:26])=[CH:21][CH:20]=4)[CH:15]3[CH3:14])=[O:13])[CH:10]=2)[CH:7]=1, predict the reactants needed to synthesize it. The reactants are: [Br:1][C:2]1[CH:3]=[N:4][C:5]2[N:6]([N:8]=[C:9]([C:11]([OH:13])=O)[CH:10]=2)[CH:7]=1.[CH3:14][CH:15]1[C:24]2[C:19](=[CH:20][CH:21]=[C:22]([C:25]([N:27]3[CH2:32][CH2:31][O:30][CH2:29][CH2:28]3)=[O:26])[CH:23]=2)[CH2:18][CH2:17][NH:16]1.